This data is from Reaction yield outcomes from USPTO patents with 853,638 reactions. The task is: Predict the reaction yield, written as a fraction of the theoretical maximum amount of product (1.0 means a 100% yield; for example, 0.34 means a 34% yield). (1) The reactants are C[O:2][C:3]1[CH:8]=[CH:7][C:6]([N+:9]([O-:11])=[O:10])=[CH:5][C:4]=1[C:12]([F:15])([F:14])[F:13].[Cl-].[Li+].[OH-].[Na+]. The catalyst is CN(C)C=O. The product is [N+:9]([C:6]1[CH:7]=[CH:8][C:3]([OH:2])=[C:4]([C:12]([F:13])([F:14])[F:15])[CH:5]=1)([O-:11])=[O:10]. The yield is 0.650. (2) The reactants are [CH2:1](N)[CH2:2]N.[C-]#[C-].[Li+].[Li+].Br[CH2:10][CH2:11][CH2:12][CH2:13][CH2:14][CH2:15][CH2:16][O:17][C:18]1[CH:19]=[C:20]([C:24]([NH2:26])=[O:25])[CH:21]=[CH:22][CH:23]=1. The catalyst is CS(C)=O.Cl. The product is [CH2:16]([O:17][C:18]1[CH:19]=[C:20]([C:24]([NH2:26])=[O:25])[CH:21]=[CH:22][CH:23]=1)[CH2:15][CH2:14][CH2:13][CH2:12][CH2:11][CH2:10][C:1]#[CH:2]. The yield is 0.130. (3) The reactants are O=S(Cl)[Cl:3].[N+:5]([C:8]1[CH:9]=[C:10]([C:15]([F:18])([F:17])[F:16])[C:11](O)=[N:12][CH:13]=1)([O-:7])=[O:6].CN(C=O)C. No catalyst specified. The product is [Cl:3][C:11]1[C:10]([C:15]([F:18])([F:17])[F:16])=[CH:9][C:8]([N+:5]([O-:7])=[O:6])=[CH:13][N:12]=1. The yield is 0.860. (4) The reactants are O.[OH-].[Li+].C[O:5][C:6](=[O:34])[CH2:7][C:8]1[C:17]([CH3:18])=[C:16]([C:19]2[CH:24]=[CH:23][C:22]([S:25]([N:28]3[CH2:32][CH2:31][CH2:30][CH2:29]3)(=[O:27])=[O:26])=[CH:21][CH:20]=2)[C:15]2[C:10](=[CH:11][CH:12]=[C:13]([Cl:33])[CH:14]=2)[CH:9]=1.C1COCC1.O. The catalyst is CCCCCC. The product is [Cl:33][C:13]1[CH:14]=[C:15]2[C:10](=[CH:11][CH:12]=1)[CH:9]=[C:8]([CH2:7][C:6]([OH:34])=[O:5])[C:17]([CH3:18])=[C:16]2[C:19]1[CH:20]=[CH:21][C:22]([S:25]([N:28]2[CH2:32][CH2:31][CH2:30][CH2:29]2)(=[O:26])=[O:27])=[CH:23][CH:24]=1. The yield is 0.950. (5) The reactants are [CH:1]1([C:8]2[CH:17]=[CH:16][C:11]3[NH:12][C:13](=[O:15])[O:14][C:10]=3[CH:9]=2)[CH2:6][CH2:5][C:4](=O)[CH2:3][CH2:2]1.[BH4-].[Na+].O.CCO[C:24]([CH3:26])=O. The catalyst is C1COCC1. The product is [C:1]1([CH:24]([CH3:26])[CH2:10][CH2:11][NH:12][C@H:4]2[CH2:5][CH2:6][C@H:1]([C:8]3[CH:17]=[CH:16][C:11]4[NH:12][C:13](=[O:15])[O:14][C:10]=4[CH:9]=3)[CH2:2][CH2:3]2)[CH:6]=[CH:5][CH:4]=[CH:3][CH:2]=1. The yield is 0.280. (6) The reactants are [CH2:1]([CH:4]([NH:8][C:9]([NH:11][CH:12]([CH2:16][CH2:17][CH3:18])[CH2:13][CH2:14][CH3:15])=[O:10])[CH2:5][CH2:6][CH3:7])[CH2:2][CH3:3].[C:19](Cl)(=[O:24])[CH2:20][C:21](Cl)=[O:22]. The catalyst is C(Cl)(Cl)Cl. The product is [CH2:1]([CH:4]([N:8]1[C:21](=[O:22])[CH2:20][C:19](=[O:24])[N:11]([CH:12]([CH2:16][CH2:17][CH3:18])[CH2:13][CH2:14][CH3:15])[C:9]1=[O:10])[CH2:5][CH2:6][CH3:7])[CH2:2][CH3:3]. The yield is 0.280. (7) The reactants are [NH2:1][CH2:2][C:3]1[C:4]([NH:19][C@H:20]([C:23]2[CH:28]=[CH:27][C:26]([F:29])=[CH:25][CH:24]=2)[CH2:21][OH:22])=[N:5][C:6]([NH:10][C:11]2[CH:15]=[C:14]([CH:16]3[CH2:18][CH2:17]3)[NH:13][N:12]=2)=[C:7]([F:9])[CH:8]=1.[C:30](O)(=[O:32])[CH3:31]. The catalyst is C1COCC1.C(Cl)Cl. The product is [CH:16]1([C:14]2[NH:13][N:12]=[C:11]([NH:10][C:6]3[N:5]=[C:4]([NH:19][C@H:20]([C:23]4[CH:24]=[CH:25][C:26]([F:29])=[CH:27][CH:28]=4)[CH2:21][OH:22])[C:3]([CH2:2][NH:1][C:30](=[O:32])[CH3:31])=[CH:8][C:7]=3[F:9])[CH:15]=2)[CH2:18][CH2:17]1. The yield is 0.480. (8) The reactants are [CH3:1][C@@H:2]1[O:6][C:5]([C:7]2[NH:11][C:10]([C:12]3[CH:13]=[C:14]([CH:20]=[C:21]([O:23][C:24]4[CH:29]=[N:28][C:27]([S:30]([CH3:33])(=[O:32])=[O:31])=[CH:26][N:25]=4)[CH:22]=3)[O:15][C@@H:16]([CH3:19])[CH2:17][OH:18])=[CH:9][CH:8]=2)=[N:4][CH2:3]1.[CH3:34][S:35](O)(=[O:37])=[O:36]. The catalyst is C(O)CC. The product is [CH3:34][S:35]([O:18][CH2:17][C@@H:16]([O:15][C:14]1[CH:20]=[C:21]([O:23][C:24]2[CH:29]=[N:28][C:27]([S:30]([CH3:33])(=[O:32])=[O:31])=[CH:26][N:25]=2)[CH:22]=[C:12]([C:10]2[NH:11][C:7]([C:5]3[O:6][C@@H:2]([CH3:1])[CH2:3][N:4]=3)=[CH:8][CH:9]=2)[CH:13]=1)[CH3:19])(=[O:37])=[O:36]. The yield is 0.991.